Task: Predict the reactants needed to synthesize the given product.. Dataset: Full USPTO retrosynthesis dataset with 1.9M reactions from patents (1976-2016) (1) Given the product [CH:1]1[C:10]2[C:5](=[CH:6][CH:7]=[CH:8][CH:9]=2)[CH:4]=[CH:3][C:2]=1[NH:16][C:19](=[O:28])[O:42][C:38]([CH3:41])([CH3:40])[CH3:39], predict the reactants needed to synthesize it. The reactants are: [CH:1]1[C:10]2[C:5](=[CH:6][CH:7]=[CH:8][CH:9]=2)[CH:4]=[CH:3][C:2]=1C(O)=O.CC[N:16]([CH2:19]C)CC.C1(P(N=[N+]=[N-])(C2C=CC=CC=2)=[O:28])C=CC=CC=1.[C:38]([OH:42])([CH3:41])([CH3:40])[CH3:39]. (2) The reactants are: [C:1]([O:5][C:6]([NH:8][C:9]([CH3:17])([CH3:16])[CH2:10]/[CH:11]=[CH:12]/[C:13]([OH:15])=O)=[O:7])([CH3:4])([CH3:3])[CH3:2].ON1C2N=CC=CC=2N=N1.Cl.CN(C)CCCN=C=NCC.[CH2:40]([C@@H:47]([N:56]([CH3:73])[C:57](=[O:72])[C@H:58]([NH:70][CH3:71])[CH2:59][C:60]1[CH:69]=[CH:68][C:67]2[C:62](=[CH:63][CH:64]=[CH:65][CH:66]=2)[CH:61]=1)[CH2:48][NH:49][C:50]([NH:52][CH:53]1[CH2:55][CH2:54]1)=[S:51])[C:41]1[CH:46]=[CH:45][CH:44]=[CH:43][CH:42]=1.C(N(C(C)C)C(C)C)C. Given the product [C:1]([O:5][C:6](=[O:7])[NH:8][C:9]([CH3:17])([CH3:16])[CH2:10]/[CH:11]=[CH:12]/[C:13](=[O:15])[N:70]([C@@H:58]([C:57](=[O:72])[N:56]([C@H:47]([CH2:40][C:41]1[CH:46]=[CH:45][CH:44]=[CH:43][CH:42]=1)[CH2:48][NH:49][C:50]([NH:52][CH:53]1[CH2:54][CH2:55]1)=[S:51])[CH3:73])[CH2:59][C:60]1[CH:69]=[CH:68][C:67]2[C:62](=[CH:63][CH:64]=[CH:65][CH:66]=2)[CH:61]=1)[CH3:71])([CH3:2])([CH3:3])[CH3:4], predict the reactants needed to synthesize it. (3) Given the product [Br:1][C:2]1[CH:3]=[CH:4][C:5]([CH2:6][NH:7][C@@H:8]([CH2:13][CH:14]([CH3:15])[CH3:16])[C:9]([OH:11])=[O:10])=[CH:17][CH:18]=1, predict the reactants needed to synthesize it. The reactants are: [Br:1][C:2]1[CH:18]=[CH:17][C:5]([CH2:6][NH:7][C@@H:8]([CH2:13][CH:14]([CH3:16])[CH3:15])[C:9]([O:11]C)=[O:10])=[CH:4][CH:3]=1.[Li+].[OH-].Cl. (4) Given the product [ClH:29].[NH2:21][C:2]1([CH3:1])[CH2:6][CH2:5][CH2:4][CH:3]1[NH:7][C:8](=[O:20])[C:9]1[CH:14]=[CH:13][CH:12]=[CH:11][C:10]=1[N:15]1[N:16]=[CH:17][CH:18]=[N:19]1, predict the reactants needed to synthesize it. The reactants are: [CH3:1][C:2]1([NH:21]C(=O)OC(C)(C)C)[CH2:6][CH2:5][CH2:4][CH:3]1[NH:7][C:8](=[O:20])[C:9]1[CH:14]=[CH:13][CH:12]=[CH:11][C:10]=1[N:15]1[N:19]=[CH:18][CH:17]=[N:16]1.[ClH:29].O1CCOCC1. (5) Given the product [C:1]([NH:5][C:6]1[C:7]([CH:25]([OH:27])[CH3:26])=[N:8][C:9]2[C:14]([N:15]=1)=[C:13]([C:36]1[NH:44][C:43]3[CH2:42][CH2:41][NH:40][C:39](=[O:45])[C:38]=3[CH:37]=1)[CH:12]=[CH:11][CH:10]=2)([CH3:2])([CH3:3])[CH3:4], predict the reactants needed to synthesize it. The reactants are: [C:1]([NH:5][C:6]1[C:7]([CH:25]([OH:27])[CH3:26])=[N:8][C:9]2[C:14]([N:15]=1)=[C:13](B1OC(C)(C)C(C)(C)O1)[CH:12]=[CH:11][CH:10]=2)([CH3:4])([CH3:3])[CH3:2].CC1(C)C(C)(C)OB([C:36]2[NH:44][C:43]3[CH2:42][CH2:41][NH:40][C:39](=[O:45])[C:38]=3[CH:37]=2)O1.CC(C1C=C(C(C)C)C(C2C=CC=CC=2P(C2CCCCC2)C2CCCCC2)=C(C(C)C)C=1)C. (6) Given the product [CH2:69]([O:76][C@H:77]1[C@H:82]([O:83][CH2:84][C:85]2[CH:90]=[CH:89][CH:88]=[CH:87][CH:86]=2)[C@@H:81]([CH2:91][O:92][CH2:93][C:94]2[CH:99]=[CH:98][CH:97]=[CH:96][CH:95]=2)[O:80][C@@H:79]([O:100][C@H:101]2[C@@H:112]([O:113][CH2:114][C:115]3[CH:120]=[CH:119][CH:118]=[CH:117][CH:116]=3)[C@H:111]([O:121][CH2:122][C:123]3[CH:128]=[CH:127][CH:126]=[CH:125][CH:124]=3)[C@@H:110]([CH2:129][O:130][CH2:131][C:132]3[CH:133]=[CH:134][CH:135]=[CH:136][CH:137]=3)[O:109][C@H:102]2[O:103][CH:104]=[CH:105][CH2:106][CH2:107][CH3:108])[C@H:78]1[OH:138])[C:70]1[CH:71]=[CH:72][CH:73]=[CH:74][CH:75]=1, predict the reactants needed to synthesize it. The reactants are: C(O[C@H]1[C@H](OCC2C=CC=CC=2)[C@@H](COCC2C=CC=CC=2)O[C@@H](O[C@H]2[C@@H](OCC3C=CC=CC=3)[C@H](OCC3C=CC=CC=3)[C@@H](COCC3C=CC=CC=3)O[C@H]2OCC=C)[C@H]1O)C1C=CC=CC=1.[CH2:69]([O:76][C@H:77]1[C@H:82]([O:83][CH2:84][C:85]2[CH:90]=[CH:89][CH:88]=[CH:87][CH:86]=2)[C@@H:81]([CH2:91][O:92][CH2:93][C:94]2[CH:99]=[CH:98][CH:97]=[CH:96][CH:95]=2)[O:80][C@@H:79]([O:100][C@H:101]2[C@@H:112]([O:113][CH2:114][C:115]3[CH:120]=[CH:119][CH:118]=[CH:117][CH:116]=3)[C@H:111]([O:121][CH2:122][C:123]3[CH:128]=[CH:127][CH:126]=[CH:125][CH:124]=3)[C@@H:110]([CH2:129][O:130][CH2:131][C:132]3[CH:137]=[CH:136][CH:135]=[CH:134][CH:133]=3)[O:109][C@H:102]2[O:103][CH:104]=[CH:105][CH2:106][CH2:107][CH3:108])[C@@H:78]1[OH:138])[C:70]1[CH:75]=[CH:74][CH:73]=[CH:72][CH:71]=1.C(OC(=O)C)(=O)C.CCC(C)[BH-](C(C)CC)C(C)CC.[Li+].